Dataset: CYP1A2 inhibition data for predicting drug metabolism from PubChem BioAssay. Task: Regression/Classification. Given a drug SMILES string, predict its absorption, distribution, metabolism, or excretion properties. Task type varies by dataset: regression for continuous measurements (e.g., permeability, clearance, half-life) or binary classification for categorical outcomes (e.g., BBB penetration, CYP inhibition). Dataset: cyp1a2_veith. (1) The drug is CN(C)c1ncc2nc(-c3ccc(F)cc3)c(=O)n(C)c2n1. The result is 1 (inhibitor). (2) The drug is COc1ccc(NC(=O)c2cc(-c3ccccc3Cl)no2)cc1. The result is 1 (inhibitor). (3) The compound is COC(=O)C(CCSC)NC(=O)CNS(=O)(=O)c1ccc(F)cc1. The result is 0 (non-inhibitor). (4) The drug is Cc1ccc(OCCCC(=O)Nc2ccccc2C(F)(F)F)cc1. The result is 1 (inhibitor).